This data is from Catalyst prediction with 721,799 reactions and 888 catalyst types from USPTO. The task is: Predict which catalyst facilitates the given reaction. (1) Reactant: Br[C:2]1[CH:3]=[C:4]([C:8]2[CH:17]=[N:16][C:15]3[C:10](=[C:11]4[CH:25]=[CH:24][CH:23]=[CH:22][C:12]4=[C:13]4[CH:21]=[CH:20][CH:19]=[CH:18][C:14]4=3)[N:9]=2)[CH:5]=[CH:6][CH:7]=1.[B:35]1([B:35]2[O:39][C:38]([CH3:41])([CH3:40])[C:37]([CH3:43])([CH3:42])[O:36]2)[O:39][C:38]([CH3:41])([CH3:40])[C:37]([CH3:43])([CH3:42])[O:36]1.C([O-])(=O)C.[K+].O1CCOCC1. Product: [N:9]1[C:10]2[C:15](=[C:14]3[CH:18]=[CH:19][CH:20]=[CH:21][C:13]3=[C:12]3[CH:22]=[CH:23][CH:24]=[CH:25][C:11]3=2)[N:16]=[CH:17][C:8]=1[C:4]1[CH:3]=[C:2]([B:35]2[O:36][C:37]([CH3:42])([CH3:43])[C:38]([CH3:40])([CH3:41])[O:39]2)[CH:7]=[CH:6][CH:5]=1. The catalyst class is: 93. (2) The catalyst class is: 6. Product: [CH3:12][S:13][C:14]1[CH:23]=[CH:22][C:17]([C:18](=[O:19])[CH2:10][C:9]#[N:11])=[CH:16][CH:15]=1. Reactant: [H-].[Na+].O1CCOCC1.[C:9](#[N:11])[CH3:10].[CH3:12][S:13][C:14]1[CH:23]=[CH:22][C:17]([C:18](OC)=[O:19])=[CH:16][CH:15]=1. (3) Reactant: Br[C:2]1[S:3][C:4]([C:22]2[CH:27]=[CH:26][N:25]=[C:24]([S:28][CH3:29])[N:23]=2)=[C:5]([C:7]2[C:8]([F:21])=[C:9]([NH:14][C:15](=[O:20])[C:16]([CH3:19])([CH3:18])[CH3:17])[CH:10]=[C:11]([Cl:13])[CH:12]=2)[N:6]=1.[CH:30]1(B(O)O)[CH2:32][CH2:31]1.P([O-])([O-])([O-])=O.[K+].[K+].[K+].C1(P(C2CCCCC2)C2CCCCC2)CCCCC1. Product: [Cl:13][C:11]1[CH:12]=[C:7]([C:5]2[N:6]=[C:2]([CH:30]3[CH2:32][CH2:31]3)[S:3][C:4]=2[C:22]2[CH:27]=[CH:26][N:25]=[C:24]([S:28][CH3:29])[N:23]=2)[C:8]([F:21])=[C:9]([NH:14][C:15](=[O:20])[C:16]([CH3:19])([CH3:18])[CH3:17])[CH:10]=1. The catalyst class is: 874. (4) Reactant: [NH2:1][C:2]1[S:3][CH:4]([C:16]([O:18][CH2:19][CH3:20])=[O:17])[CH2:5][C:6]([C:9]2[CH:14]=[CH:13][CH:12]=[C:11]([Br:15])[CH:10]=2)([CH3:8])[N:7]=1.C(=O)(O)[O-].[Na+].[C:26]([O:30][C:31](O[C:31]([O:30][C:26]([CH3:29])([CH3:28])[CH3:27])=[O:32])=[O:32])([CH3:29])([CH3:28])[CH3:27]. Product: [Br:15][C:11]1[CH:10]=[C:9]([C:6]2([CH3:8])[CH2:5][CH:4]([C:16]([O:18][CH2:19][CH3:20])=[O:17])[S:3][C:2]([NH:1][C:31]([O:30][C:26]([CH3:29])([CH3:28])[CH3:27])=[O:32])=[N:7]2)[CH:14]=[CH:13][CH:12]=1. The catalyst class is: 38. (5) Product: [I:12][C:9]1[CH:10]=[CH:11][C:6]([O:5][CH2:4][CH2:3][CH2:2][N:15]2[CH2:16][CH2:17][CH2:18][C@H:14]2[CH3:13])=[CH:7][CH:8]=1. The catalyst class is: 10. Reactant: Cl[CH2:2][CH2:3][CH2:4][O:5][C:6]1[CH:11]=[CH:10][C:9]([I:12])=[CH:8][CH:7]=1.[CH3:13][C@@H:14]1[CH2:18][CH2:17][CH2:16][NH:15]1.C(=O)([O-])[O-].[K+].[K+].[I-].[K+]. (6) Reactant: [Cl:1][C:2]1[CH:3]=[C:4]([CH:9]2[CH2:13][CH2:12][O:11][C:10]2=[O:14])[CH:5]=[CH:6][C:7]=1[Cl:8].[BrH:15].O=S(Cl)Cl.[C:20]1(C)C=CC=CC=1. Product: [CH3:20][O:11][C:10](=[O:14])[CH:9]([C:4]1[CH:5]=[CH:6][C:7]([Cl:8])=[C:2]([Cl:1])[CH:3]=1)[CH2:13][CH2:12][Br:15]. The catalyst class is: 15. (7) Reactant: [CH2:1]([S:3](=[N:29][C:30]#[N:31])([C:5]1[C:6]([C:15]2[N:27]([CH3:28])[C:18]3=[N:19][CH:20]=[C:21]([C:23]([F:26])([F:25])[F:24])[CH:22]=[C:17]3[N:16]=2)=[N:7][CH:8]=[C:9]([C:11]([F:14])([F:13])[F:12])[CH:10]=1)=[O:4])[CH3:2].S(=O)(=O)(O)[OH:33].[OH-].[Na+]. Product: [CH2:1]([S:3](=[N:29][C:30]([NH2:31])=[O:33])([C:5]1[C:6]([C:15]2[N:27]([CH3:28])[C:18]3=[N:19][CH:20]=[C:21]([C:23]([F:24])([F:26])[F:25])[CH:22]=[C:17]3[N:16]=2)=[N:7][CH:8]=[C:9]([C:11]([F:14])([F:13])[F:12])[CH:10]=1)=[O:4])[CH3:2]. The catalyst class is: 115. (8) Reactant: [C:1]([O:5][C:6](=[O:12])[NH:7][CH2:8][CH2:9][CH2:10][NH2:11])([CH3:4])([CH3:3])[CH3:2].[CH3:13][C:14]1[C:15]([CH:21]=O)=[N:16][CH:17]=[C:18]([CH3:20])[CH:19]=1.[BH4-].[Na+]. Product: [C:1]([O:5][C:6](=[O:12])[NH:7][CH2:8][CH2:9][CH2:10][NH:11][CH2:21][C:15]1[C:14]([CH3:13])=[CH:19][C:18]([CH3:20])=[CH:17][N:16]=1)([CH3:4])([CH3:2])[CH3:3]. The catalyst class is: 5.